From a dataset of Catalyst prediction with 721,799 reactions and 888 catalyst types from USPTO. Predict which catalyst facilitates the given reaction. (1) Reactant: [CH3:1][C:2]1[C:10]2[CH2:9][O:8][C:7](=[O:11])[C:6]=2[CH:5]=[CH:4][C:3]=1[SH:12].Br[CH2:14][CH:15]1[CH2:20][CH2:19][N:18]([C:21]([O:23][C:24]([CH3:27])([CH3:26])[CH3:25])=[O:22])[CH2:17][CH2:16]1.C(=O)([O-])[O-].[K+].[K+]. Product: [CH3:1][C:2]1[C:10]2[CH2:9][O:8][C:7](=[O:11])[C:6]=2[CH:5]=[CH:4][C:3]=1[S:12][CH2:14][CH:15]1[CH2:20][CH2:19][N:18]([C:21]([O:23][C:24]([CH3:25])([CH3:27])[CH3:26])=[O:22])[CH2:17][CH2:16]1. The catalyst class is: 173. (2) Reactant: [OH:1][CH2:2][C:3]1[N:4]([C:15]2[CH:20]=[CH:19][CH:18]=[CH:17][C:16]=2[CH3:21])[C:5](=[O:14])[C:6]2[C:11]([CH:12]=1)=[CH:10][CH:9]=[CH:8][C:7]=2[CH3:13]. Product: [CH3:13][C:7]1[CH:8]=[CH:9][CH:10]=[C:11]2[C:6]=1[C:5](=[O:14])[N:4]([C:15]1[CH:20]=[CH:19][CH:18]=[CH:17][C:16]=1[CH3:21])[C:3]([CH:2]=[O:1])=[CH:12]2. The catalyst class is: 177. (3) Reactant: [CH3:1][C@@:2]1([OH:20])[C@H:6]([OH:7])[C@@H:5]([CH2:8][OH:9])[O:4][C@H:3]1[N:10]1[C:19]2[N:18]=[CH:17][N:16]=[C:14]([NH2:15])[C:13]=2[N:12]=[CH:11]1.[Br:21]N1C(=O)CCC1=O. Product: [Br:21][C:11]1[N:10]([C:19]2[N:18]=[CH:17][N:16]=[C:14]([NH2:15])[C:13]=2[N:12]=1)[C@@H:3]1[O:4][C@H:5]([CH2:8][OH:9])[C@@H:6]([OH:7])[C@@:2]1([CH3:1])[OH:20]. The catalyst class is: 3. (4) The catalyst class is: 3. Reactant: [I:1][C:2]1[CH:3]=[C:4]([C:7](=[O:10])[CH2:8][CH3:9])[NH:5][CH:6]=1.I[CH2:12][C:13]([F:16])([F:15])[F:14].C([O-])([O-])=O.[Cs+].[Cs+]. Product: [I:1][C:2]1[CH:3]=[C:4]([C:7](=[O:10])[CH2:8][CH3:9])[N:5]([CH2:12][C:13]([F:16])([F:15])[F:14])[CH:6]=1.